From a dataset of Forward reaction prediction with 1.9M reactions from USPTO patents (1976-2016). Predict the product of the given reaction. (1) Given the reactants Br[C:2]1[CH:7]=[CH:6][C:5]([C:8]2([C:21]3[CH:26]=[CH:25][CH:24]=[CH:23][CH:22]=3)[C:20]3[CH:19]=[CH:18][CH:17]=[CH:16][C:15]=3[C:14]3[C:9]2=[CH:10][CH:11]=[CH:12][CH:13]=3)=[CH:4][CH:3]=1.[C:27]1([NH2:37])[C:36]2[C:31](=[CH:32][CH:33]=[CH:34][CH:35]=2)[CH:30]=[CH:29][CH:28]=1.CC(C)([O-])C.[Na+].C(P(C(C)(C)C)C(C)(C)C)(C)(C)C, predict the reaction product. The product is: [C:27]1([NH:37][C:2]2[CH:7]=[CH:6][C:5]([C:8]3([C:21]4[CH:26]=[CH:25][CH:24]=[CH:23][CH:22]=4)[C:20]4[CH:19]=[CH:18][CH:17]=[CH:16][C:15]=4[C:14]4[C:9]3=[CH:10][CH:11]=[CH:12][CH:13]=4)=[CH:4][CH:3]=2)[C:36]2[C:31](=[CH:32][CH:33]=[CH:34][CH:35]=2)[CH:30]=[CH:29][CH:28]=1. (2) Given the reactants Cl.[CH3:2][O:3][NH2:4].[C:5]([C:8]1[C:16]2[S:15][C:14]([NH:17][C:18]([NH:20][CH2:21][CH3:22])=[O:19])=[N:13][C:12]=2[CH:11]=[C:10]([O:23][CH2:24][C:25]2[CH:30]=[CH:29][CH:28]=[CH:27][CH:26]=2)[CH:9]=1)(=O)[CH3:6], predict the reaction product. The product is: [CH2:24]([O:23][C:10]1[CH:9]=[C:8](/[C:5](/[CH3:6])=[N:4]/[O:3][CH3:2])[C:16]2[S:15][C:14]([NH:17][C:18]([NH:20][CH2:21][CH3:22])=[O:19])=[N:13][C:12]=2[CH:11]=1)[C:25]1[CH:26]=[CH:27][CH:28]=[CH:29][CH:30]=1. (3) Given the reactants [Cl:1][C:2]1[O:12][C:5]2=[C:6]([NH2:11])[N:7]=[CH:8][C:9](I)=[C:4]2[C:3]=1[Cl:13].C(OC([N:21]1[CH2:26][CH2:25][CH:24]([N:27]2[CH:31]=[C:30](B3OC(C)(C)C(C)(C)O3)[CH:29]=[N:28]2)[CH2:23][CH2:22]1)=O)(C)(C)C, predict the reaction product. The product is: [Cl:1][C:2]1[O:12][C:5]2=[C:6]([NH2:11])[N:7]=[CH:8][C:9]([C:30]3[CH:29]=[N:28][N:27]([CH:24]4[CH2:25][CH2:26][NH:21][CH2:22][CH2:23]4)[CH:31]=3)=[C:4]2[C:3]=1[Cl:13]. (4) Given the reactants [NH2:1][C:2]1[CH:7]=[CH:6][C:5]([C:8]2[C:16]3[O:15][C:14]([NH:17][C:18]4[CH:23]=[C:22]([O:24][CH3:25])[C:21]([O:26][CH3:27])=[C:20]([O:28][CH3:29])[CH:19]=4)=[N:13][C:12]=3[CH:11]=[CH:10][CH:9]=2)=[CH:4][CH:3]=1.[CH3:30][S:31](Cl)(=[O:33])=[O:32], predict the reaction product. The product is: [CH3:29][O:28][C:20]1[CH:19]=[C:18]([NH:17][C:14]2[O:15][C:16]3[C:8]([C:5]4[CH:6]=[CH:7][C:2]([NH:1][S:31]([CH3:30])(=[O:33])=[O:32])=[CH:3][CH:4]=4)=[CH:9][CH:10]=[CH:11][C:12]=3[N:13]=2)[CH:23]=[C:22]([O:24][CH3:25])[C:21]=1[O:26][CH3:27]. (5) Given the reactants [NH2:1][C:2]1[N:10]=[C:9](Cl)[CH:8]=[CH:7][C:3]=1[C:4]([NH2:6])=[O:5].C(O[C:17](=[O:24])[NH:18][C@@H:19]1[CH2:23][CH2:22][NH:21][CH2:20]1)(C)(C)C.[C:25](O)(=O)[CH:26]=C, predict the reaction product. The product is: [C:17]([NH:18][C@@H:19]1[CH2:23][CH2:22][N:21]([C:9]2[CH:8]=[CH:7][C:3]([C:4]([NH2:6])=[O:5])=[C:2]([NH2:1])[N:10]=2)[CH2:20]1)(=[O:24])[CH:25]=[CH2:26]. (6) Given the reactants [CH2:1]([O:3][C:4](=[O:17])[CH:5]=[C:6]([O:8][C:9]1[CH:14]=[C:13]([CH3:15])[CH:12]=[CH:11][C:10]=1[F:16])[CH3:7])[CH3:2].[Br:18]N1C(=O)CCC1=O, predict the reaction product. The product is: [CH2:1]([O:3][C:4](=[O:17])/[CH:5]=[C:6](/[O:8][C:9]1[CH:14]=[C:13]([CH3:15])[CH:12]=[CH:11][C:10]=1[F:16])\[CH2:7][Br:18])[CH3:2]. (7) Given the reactants [Cl:1][C:2]1[N:7]=[C:6]([NH:8][CH2:9][CH:10]=[CH2:11])[C:5]([N+:12]([O-])=O)=[CH:4][CH:3]=1.Cl.[Sn](Cl)Cl, predict the reaction product. The product is: [Cl:1][C:2]1[N:7]=[C:6]([NH:8][CH2:9][CH:10]=[CH2:11])[C:5]([NH2:12])=[CH:4][CH:3]=1. (8) The product is: [CH2:1]([O:4][C:5]1[CH:10]=[C:9]([Br:11])[CH:8]=[CH:7][C:6]=1[C@H:12]1[N:47]([C:48]2[CH:49]=[CH:50][CH:51]=[CH:52][CH:53]=2)[C:14](=[O:15])[C@@H:13]1[CH2:29][CH2:30][C@H:31]([O:39][Si:40]([C:43]([CH3:46])([CH3:45])[CH3:44])([CH3:42])[CH3:41])[C:32]1[CH:33]=[CH:34][C:35]([F:38])=[CH:36][CH:37]=1)[CH:2]=[CH2:3]. Given the reactants [CH2:1]([O:4][C:5]1[CH:10]=[C:9]([Br:11])[CH:8]=[CH:7][C:6]=1[C@@H:12]([NH:47][C:48]1[CH:53]=[CH:52][CH:51]=[CH:50][CH:49]=1)[C@@H:13]([CH2:29][CH2:30][C@H:31]([O:39][Si:40]([C:43]([CH3:46])([CH3:45])[CH3:44])([CH3:42])[CH3:41])[C:32]1[CH:37]=[CH:36][C:35]([F:38])=[CH:34][CH:33]=1)[C:14](N1[C@@H](CC2C=CC=CC=2)COC1=O)=[O:15])[CH:2]=[CH2:3].O.O.O.[F-].C([N+](CCCC)(CCCC)CCCC)CCC, predict the reaction product. (9) Given the reactants [OH:1][C@@H:2]1[CH2:6][CH2:5][N:4]([C:7]2[C:26](B3OC(C)(C)C(C)(C)O3)=[CH:25][C:10]([C:11]([NH:13][C:14]3[CH:19]=[CH:18][C:17]([O:20][C:21]([F:24])([F:23])[F:22])=[CH:16][CH:15]=3)=[O:12])=[CH:9][N:8]=2)[CH2:3]1.Br[C:37]1[S:38][CH:39]=[CH:40][N:41]=1.C([O-])([O-])=O.[Na+].[Na+].COCCOC, predict the reaction product. The product is: [OH:1][C@@H:2]1[CH2:6][CH2:5][N:4]([C:7]2[C:26]([C:37]3[S:38][CH:39]=[CH:40][N:41]=3)=[CH:25][C:10]([C:11]([NH:13][C:14]3[CH:19]=[CH:18][C:17]([O:20][C:21]([F:22])([F:23])[F:24])=[CH:16][CH:15]=3)=[O:12])=[CH:9][N:8]=2)[CH2:3]1.